This data is from Catalyst prediction with 721,799 reactions and 888 catalyst types from USPTO. The task is: Predict which catalyst facilitates the given reaction. (1) Reactant: [NH:1]1[C:9]2[C:4](=[CH:5][C:6]([C:10]#[N:11])=[CH:7][CH:8]=2)[CH:3]=[CH:2]1.[H-].[Na+].I[CH3:15]. Product: [CH3:15][N:1]1[C:9]2[C:4](=[CH:5][C:6]([C:10]#[N:11])=[CH:7][CH:8]=2)[CH:3]=[CH:2]1. The catalyst class is: 3. (2) Reactant: [OH:1][CH:2]([CH3:15])[CH2:3][O:4][CH2:5][CH2:6][NH:7][C:8](=[O:14])[O:9][C:10]([CH3:13])([CH3:12])[CH3:11].[H-].[Na+].[CH3:18]I. Product: [CH3:18][O:1][CH:2]([CH3:15])[CH2:3][O:4][CH2:5][CH2:6][NH:7][C:8](=[O:14])[O:9][C:10]([CH3:11])([CH3:13])[CH3:12]. The catalyst class is: 7. (3) Reactant: [CH3:1][O:2][C:3]1[CH:4]=[C:5](B(O)O)[CH:6]=[CH:7][CH:8]=1.[CH3:12][CH2:13]/[CH:14]=[C:15](/[CH:17]=[O:18])\[CH3:16].C1(C2[C@H]3CC[C@@H](C=2)C(C2C=CC=CC=2)=C3)C=CC=CC=1.C(N(CC)C(C)C)(C)C. Product: [CH3:1][O:2][C:3]1[CH:4]=[C:5]([C@H:14]([CH2:13][CH3:12])[C@@H:15]([CH3:16])[CH:17]=[O:18])[CH:6]=[CH:7][CH:8]=1. The catalyst class is: 776. (4) Reactant: Cl.[NH2:2][C@@H:3]1[C:17](=[O:18])[N:16]2[CH2:19][C@H:20]([O:22][C:23]3[C:32]4[C:27](=[C:28]([Cl:35])[C:29]([O:33][CH3:34])=[CH:30][CH:31]=4)[N:26]=[C:25]([C:36]4[S:37][CH:38]=[C:39]([CH:41]5[CH2:43][CH2:42]5)[N:40]=4)[CH:24]=3)[CH2:21][C@H:15]2[C:14](=[O:44])[NH:13][C@:12]2([C:46]([NH:48][S:49]([CH:52]3[CH2:54][CH2:53]3)(=[O:51])=[O:50])=[O:47])[CH2:45][C@H:11]2[CH:10]=[CH:9][CH2:8][CH2:7][CH2:6][CH2:5][CH2:4]1.CCN(C(C)C)[CH:58]([CH3:60])[CH3:59].C1N=CN([C:69]([N:71]2[CH:75]=N[CH:73]=[CH:72]2)=[O:70])C=1. Product: [Cl:35][C:28]1[C:29]([O:33][CH3:34])=[CH:30][CH:31]=[C:32]2[C:27]=1[N:26]=[C:25]([C:36]1[S:37][CH:38]=[C:39]([CH:41]3[CH2:43][CH2:42]3)[N:40]=1)[CH:24]=[C:23]2[O:22][C@H:20]1[CH2:19][N:16]2[C:17](=[O:18])[C@@H:3]([NH:2][C:69]([N:71]3[CH2:72][CH2:73][C:58](=[CH2:59])[CH2:60][CH2:75]3)=[O:70])[CH2:4][CH2:5][CH2:6][CH2:7][CH2:8][CH:9]=[CH:10][C@@H:11]3[CH2:45][C@@:12]3([C:46]([NH:48][S:49]([CH:52]3[CH2:53][CH2:54]3)(=[O:50])=[O:51])=[O:47])[NH:13][C:14](=[O:44])[C@@H:15]2[CH2:21]1. The catalyst class is: 139. (5) Reactant: C(OC([N:8]1[CH2:13][CH2:12][CH:11]([C:14](=[O:23])[C:15]2[CH:20]=[CH:19][C:18]([O:21][CH3:22])=[CH:17][CH:16]=2)[CH2:10][CH2:9]1)=O)(C)(C)C.[F:24][C:25]1[CH:26]=[C:27](O)[C:28](=[CH:30][CH:31]=1)[OH:29].CC1C=CC(S(O)(=O)=O)=CC=1.O. Product: [F:24][C:25]1[CH:26]=[CH:27][C:28]2[O:29][C:14]([CH:11]3[CH2:10][CH2:9][NH:8][CH2:13][CH2:12]3)([C:15]3[CH:16]=[CH:17][C:18]([O:21][CH3:22])=[CH:19][CH:20]=3)[O:23][C:30]=2[CH:31]=1. The catalyst class is: 113. (6) Reactant: [C:1]([CH2:3]P(=O)(OCC)OCC)#[N:2].CC(C)([O-])C.[K+].[CH:18]([C:20]1[N:25]=[C:24]([CH2:26][C:27]2[C:35]3[C:30](=[CH:31][C:32]([O:36][CH3:37])=[CH:33][CH:34]=3)[N:29]([C:38]([O:40][C:41]([CH3:44])([CH3:43])[CH3:42])=[O:39])[C:28]=2[C:45]2[CH:50]=[CH:49][CH:48]=[CH:47][CH:46]=2)[CH:23]=[CH:22][CH:21]=1)=O.O. Product: [C:1](/[CH:3]=[CH:18]/[C:20]1[N:25]=[C:24]([CH2:26][C:27]2[C:35]3[C:30](=[CH:31][C:32]([O:36][CH3:37])=[CH:33][CH:34]=3)[N:29]([C:38]([O:40][C:41]([CH3:42])([CH3:44])[CH3:43])=[O:39])[C:28]=2[C:45]2[CH:46]=[CH:47][CH:48]=[CH:49][CH:50]=2)[CH:23]=[CH:22][CH:21]=1)#[N:2]. The catalyst class is: 550. (7) Reactant: Cl[C:2]1[N:3]=[C:4]([O:29][CH:30]2[CH2:34][CH2:33][CH2:32][CH2:31]2)[C:5]2[C:10]([C:11]3[CH:20]=[CH:19][C:14]4[N:15]=[C:16]([CH3:18])[O:17][C:13]=4[CH:12]=3)=[CH:9][N:8]([CH2:21][O:22][CH2:23][CH2:24][Si:25]([CH3:28])([CH3:27])[CH3:26])[C:6]=2[N:7]=1.[NH2:35][C:36]1[CH:41]=[CH:40][C:39]([C:42]([N:44]2[CH2:46][CH2:45]2)=[O:43])=[CH:38][C:37]=1[O:47][CH3:48].C(=O)([O-])[O-].[Cs+].[Cs+].C1(P(C2C=CC=CC=2)C2C=CC3C(=CC=CC=3)C=2C2C3C(=CC=CC=3)C=CC=2P(C2C=CC=CC=2)C2C=CC=CC=2)C=CC=CC=1. Product: [N:44]1([C:42]([C:39]2[CH:40]=[CH:41][C:36]([NH:35][C:2]3[N:3]=[C:4]([O:29][CH:30]4[CH2:34][CH2:33][CH2:32][CH2:31]4)[C:5]4[C:10]([C:11]5[CH:20]=[CH:19][C:14]6[N:15]=[C:16]([CH3:18])[O:17][C:13]=6[CH:12]=5)=[CH:9][N:8]([CH2:21][O:22][CH2:23][CH2:24][Si:25]([CH3:28])([CH3:26])[CH3:27])[C:6]=4[N:7]=3)=[C:37]([O:47][CH3:48])[CH:38]=2)=[O:43])[CH2:46][CH2:45]1. The catalyst class is: 160.